From a dataset of Retrosynthesis with 50K atom-mapped reactions and 10 reaction types from USPTO. Predict the reactants needed to synthesize the given product. (1) Given the product OC[C@@]12C[C@@H](NC(c3ccccc3)(c3ccccc3)c3ccccc3)C[C@@H]1O2, predict the reactants needed to synthesize it. The reactants are: CC[C@](O)(C(=O)[O-])[C@](O)(CC)C(=O)[O-].OCC1=CC[C@H](NC(c2ccccc2)(c2ccccc2)c2ccccc2)C1. (2) The reactants are: CCN(CC)c1cc2[nH]c(Nc3cccc(C(=O)OC)c3)nc2cc1C(=O)Nc1ccc2cn[nH]c2c1. Given the product CCN(CC)c1cc2[nH]c(Nc3cccc(C(=O)O)c3)nc2cc1C(=O)Nc1ccc2cn[nH]c2c1, predict the reactants needed to synthesize it. (3) Given the product CCCSc1nc(Cl)c(N)c(N[C@H]2C=C[C@@H](O)C2)n1, predict the reactants needed to synthesize it. The reactants are: CCCSc1nc(Cl)c([N+](=O)[O-])c(N[C@H]2C=C[C@@H](O)C2)n1.